Task: Predict the product of the given reaction.. Dataset: Forward reaction prediction with 1.9M reactions from USPTO patents (1976-2016) (1) Given the reactants [C:1]([O:5][C:6]([N:8]1[CH2:13][CH2:12][CH:11]([N:14]2[C:18]3=[N:19][CH:20]=[N:21][C:22]([O:23][C:24]4[C:25]([CH3:35])=[N:26][C:27]([N:30]5[CH:34]=[N:33][CH:32]=[N:31]5)=[CH:28][CH:29]=4)=[C:17]3[CH:16]=[N:15]2)[CH2:10][CH2:9]1)=[O:7])(C)([CH3:3])[CH3:2].FC(F)(F)C(O)=O.ClC(OC(C)C)=O.C(N(CC)CC)C.C(=O)([O-])[O-].[Na+].[Na+], predict the reaction product. The product is: [CH:1]([O:5][C:6]([N:8]1[CH2:9][CH2:10][CH:11]([N:14]2[C:18]3=[N:19][CH:20]=[N:21][C:22]([O:23][C:24]4[C:25]([CH3:35])=[N:26][C:27]([N:30]5[CH:34]=[N:33][CH:32]=[N:31]5)=[CH:28][CH:29]=4)=[C:17]3[CH:16]=[N:15]2)[CH2:12][CH2:13]1)=[O:7])([CH3:3])[CH3:2]. (2) Given the reactants [H-].[Al+3].[Li+].[H-].[H-].[H-].[CH3:7][C:8]1[O:9][C:10]([CH2:18][CH2:19][S:20][CH3:21])=[C:11]([C:13](OCC)=[O:14])[N:12]=1.O.[OH-].[Na+], predict the reaction product. The product is: [OH:14][CH2:13][C:11]1[N:12]=[C:8]([CH3:7])[O:9][C:10]=1[CH2:18][CH2:19][S:20][CH3:21]. (3) Given the reactants [CH:1]1([C@H:7]2[CH2:12][CH2:11][C@H:10]([O:13][C:14]3[C:15]([C:36]([F:39])([F:38])[F:37])=[C:16]4[C:21](=[CH:22][CH:23]=3)[CH:20]=[C:19]([C@:24]([NH:28][C:29](=[O:35])[O:30][C:31]([CH3:34])([CH3:33])[CH3:32])([CH3:27])[CH2:25][OH:26])[CH:18]=[CH:17]4)[CH2:9][CH2:8]2)[CH2:6][CH2:5][CH2:4][CH2:3][CH2:2]1.C(N(CC)[P:43]([O:49][C:50]([CH3:53])([CH3:52])[CH3:51])[O:44][C:45]([CH3:48])([CH3:47])[CH3:46])C.N1C=NN=N1.[O:61]1CCCC1.OO.O.S([O-])([O-])(=O)=S.[Na+].[Na+], predict the reaction product. The product is: [CH:1]1([C@H:7]2[CH2:12][CH2:11][C@H:10]([O:13][C:14]3[C:15]([C:36]([F:37])([F:38])[F:39])=[C:16]4[C:21](=[CH:22][CH:23]=3)[CH:20]=[C:19]([C@:24]([NH:28][C:29](=[O:35])[O:30][C:31]([CH3:33])([CH3:34])[CH3:32])([CH3:27])[CH2:25][O:26][P:43]([O:44][C:45]([CH3:46])([CH3:47])[CH3:48])([O:49][C:50]([CH3:51])([CH3:52])[CH3:53])=[O:61])[CH:18]=[CH:17]4)[CH2:9][CH2:8]2)[CH2:6][CH2:5][CH2:4][CH2:3][CH2:2]1.